From a dataset of Full USPTO retrosynthesis dataset with 1.9M reactions from patents (1976-2016). Predict the reactants needed to synthesize the given product. (1) Given the product [CH2:1]([O:3][C:4](=[O:15])[CH:5]([C:6]1[CH:11]=[CH:10][CH:9]=[CH:8][CH:7]=1)[C:12]([N:47]1[CH2:46][CH2:45][N:44]([CH2:43][C:28]2[C:29]([C:37]3[CH:42]=[CH:41][CH:40]=[CH:39][CH:38]=3)=[N:30][C:31]3[C:36]([C:27]=2[C:25](=[O:26])[NH:24][C@H:22]([CH:16]2[CH2:21][CH2:20][CH2:19][CH2:18][CH2:17]2)[CH3:23])=[CH:35][CH:34]=[CH:33][CH:32]=3)[CH2:49][CH2:48]1)=[O:13])[CH3:2], predict the reactants needed to synthesize it. The reactants are: [CH2:1]([O:3][C:4](=[O:15])[CH:5]([C:12](Cl)=[O:13])[C:6]1[CH:11]=[CH:10][CH:9]=[CH:8][CH:7]=1)[CH3:2].[CH:16]1([C@@H:22]([NH:24][C:25]([C:27]2[C:36]3[C:31](=[CH:32][CH:33]=[CH:34][CH:35]=3)[N:30]=[C:29]([C:37]3[CH:42]=[CH:41][CH:40]=[CH:39][CH:38]=3)[C:28]=2[CH2:43][N:44]2[CH2:49][CH2:48][NH:47][CH2:46][CH2:45]2)=[O:26])[CH3:23])[CH2:21][CH2:20][CH2:19][CH2:18][CH2:17]1.C(N(CC)CC)C.CC=C(C)C. (2) Given the product [Br:13][C:12]1[CH:2]=[C:3]([CH:9]=[C:10]([CH3:14])[CH:11]=1)[C:4]([O:6][CH2:7][CH3:8])=[O:5], predict the reactants needed to synthesize it. The reactants are: N[C:2]1[C:12]([Br:13])=[CH:11][C:10]([CH3:14])=[CH:9][C:3]=1[C:4]([O:6][CH2:7][CH3:8])=[O:5].FC(F)(F)C(O)=O.N(OCCC(C)C)=O.[PH2](O)=O. (3) The reactants are: [Cl:1][C:2]1[CH:31]=[CH:30][C:5]([CH2:6][N:7]2[C:15]3[C:10](=[CH:11][C:12](/[CH:16]=[C:17]4/[C:18](=[O:29])[N:19]([CH:23]5[CH2:28][CH2:27][NH:26][CH2:25][CH2:24]5)[C:20](=[O:22])[S:21]/4)=[CH:13][CH:14]=3)[CH:9]=[N:8]2)=[C:4]([C:32]([F:35])([F:34])[F:33])[CH:3]=1.Br[CH2:37][C:38]([O:40][C:41]([CH3:44])([CH3:43])[CH3:42])=[O:39]. Given the product [Cl:1][C:2]1[CH:31]=[CH:30][C:5]([CH2:6][N:7]2[C:15]3[C:10](=[CH:11][C:12](/[CH:16]=[C:17]4/[C:18](=[O:29])[N:19]([CH:23]5[CH2:28][CH2:27][N:26]([CH2:37][C:38]([O:40][C:41]([CH3:44])([CH3:43])[CH3:42])=[O:39])[CH2:25][CH2:24]5)[C:20](=[O:22])[S:21]/4)=[CH:13][CH:14]=3)[CH:9]=[N:8]2)=[C:4]([C:32]([F:35])([F:34])[F:33])[CH:3]=1, predict the reactants needed to synthesize it. (4) The reactants are: [Cl:1][C:2]1[CH:7]=[CH:6][CH:5]=[CH:4][C:3]=1[N:8]1[C:17](=[O:18])[C:16]2[C:11](=[N:12][C:13](S(C)=O)=[N:14][CH:15]=2)[N:10]2[CH:22]=[CH:23][N:24]=[C:9]12.[NH2:25][C:26]1[CH:31]=[CH:30][C:29]([CH:32]2[CH2:37][CH2:36][CH2:35][CH2:34][N:33]2C(OC(C)(C)C)=O)=[CH:28][CH:27]=1.[F:45][C:46]([F:51])([F:50])[C:47]([OH:49])=[O:48]. Given the product [Cl:1][C:2]1[CH:7]=[CH:6][CH:5]=[CH:4][C:3]=1[N:8]1[C:17](=[O:18])[C:16]2[CH:15]=[N:14][C:13]([NH:25][C:26]3[CH:27]=[CH:28][C:29]([CH:32]4[CH2:37][CH2:36][CH2:35][CH2:34][NH:33]4)=[CH:30][CH:31]=3)=[N:12][C:11]=2[N:10]2[CH:22]=[CH:23][N:24]=[C:9]12.[F:45][C:46]([F:51])([F:50])[C:47]([OH:49])=[O:48], predict the reactants needed to synthesize it.